Predict the reactants needed to synthesize the given product. From a dataset of Full USPTO retrosynthesis dataset with 1.9M reactions from patents (1976-2016). (1) Given the product [CH3:1][CH:2]1[CH2:7][CH2:6][CH2:5][CH2:4][N:3]1[C:8]1[CH:15]=[CH:14][C:11]([C:12]([OH:24])=[O:20])=[CH:10][C:9]=1[C:16]([F:19])([F:18])[F:17], predict the reactants needed to synthesize it. The reactants are: [CH3:1][CH:2]1[CH2:7][CH2:6][CH2:5][CH2:4][N:3]1[C:8]1[CH:15]=[CH:14][C:11]([C:12]#N)=[CH:10][C:9]=1[C:16]([F:19])([F:18])[F:17].[OH-:20].[Na+].Cl.C[OH:24]. (2) Given the product [Br:8][C:5]1[CH:6]=[CH:7][C:2]([NH:1][C:15](=[O:16])[CH2:14][Cl:13])=[C:3]([C:9]([OH:12])([CH3:10])[CH3:11])[CH:4]=1, predict the reactants needed to synthesize it. The reactants are: [NH2:1][C:2]1[CH:7]=[CH:6][C:5]([Br:8])=[CH:4][C:3]=1[C:9]([OH:12])([CH3:11])[CH3:10].[Cl:13][CH2:14][C:15](Cl)=[O:16]. (3) Given the product [CH3:1][C:2]1[S:6][C:5]([C:7]([O:9][CH3:10])=[O:8])=[CH:4][C:3]=1[C:11]1[N:15]([CH3:16])[N:14]=[CH:13][C:12]=1[CH:17]([CH3:19])[CH3:18], predict the reactants needed to synthesize it. The reactants are: [CH3:1][C:2]1[S:6][C:5]([C:7]([O:9][CH3:10])=[O:8])=[CH:4][C:3]=1[C:11]1[N:15]([CH3:16])[N:14]=[CH:13][C:12]=1[C:17]([CH3:19])=[CH2:18]. (4) Given the product [NH2:8][C:5]1[N:4]=[C:3]([C:16]2[C:17]([O:22][C:23]3[CH:24]=[CH:25][C:26]([NH:29][C:30]4[C:39]5[C:34](=[CH:35][CH:36]=[CH:37][CH:38]=5)[C:33]([C:40]5[CH:41]=[CH:42][CH:43]=[CH:44][CH:45]=5)=[N:32][N:31]=4)=[CH:27][CH:28]=3)=[N:18][CH:19]=[CH:20][CH:21]=2)[C:2]([F:1])=[CH:7][N:6]=1, predict the reactants needed to synthesize it. The reactants are: [F:1][C:2]1[C:3]([C:16]2[C:17]([O:22][C:23]3[CH:28]=[CH:27][C:26]([NH:29][C:30]4[C:39]5[C:34](=[CH:35][CH:36]=[CH:37][CH:38]=5)[C:33]([C:40]5[CH:45]=[CH:44][CH:43]=[CH:42][CH:41]=5)=[N:32][N:31]=4)=[CH:25][CH:24]=3)=[N:18][CH:19]=[CH:20][CH:21]=2)=[N:4][C:5]([NH:8]C(=O)OC(C)(C)C)=[N:6][CH:7]=1.C(Cl)Cl.C(O)(C(F)(F)F)=O. (5) Given the product [C:15]([N:18]1[C@@H:23]([CH3:24])[CH2:22][N:21]([C:25]2[CH:26]=[CH:27][C:28]([C:29]3[NH:6][C:4](=[O:5])[C:3]4[C:7]([O:13][CH3:14])=[CH:8][C:9]([O:11][CH3:12])=[N:10][C:2]=4[N:1]=3)=[CH:31][CH:32]=2)[CH2:20][C@H:19]1[CH3:33])(=[O:17])[CH3:16], predict the reactants needed to synthesize it. The reactants are: [NH2:1][C:2]1[N:10]=[C:9]([O:11][CH3:12])[CH:8]=[C:7]([O:13][CH3:14])[C:3]=1[C:4]([NH2:6])=[O:5].[C:15]([N:18]1[CH:23]([CH3:24])[CH2:22][N:21]([C:25]2[CH:32]=[CH:31][C:28]([CH:29]=O)=[CH:27][CH:26]=2)[CH2:20][CH:19]1[CH3:33])(=[O:17])[CH3:16].O.C1(C)C=CC(S(O)(=O)=O)=CC=1.S(=O)(O)[O-].[Na+]. (6) The reactants are: [NH2:1][CH2:2][CH2:3][C:4]1[CH:9]=[CH:8][C:7]([CH:10]([CH3:12])[CH3:11])=[CH:6][C:5]=1[NH:13][C:14](=[O:20])[C:15]([O:17][CH2:18][CH3:19])=[O:16].O.C(=O)([O-])[O-].[K+].[K+].[C:28]([C:30]1[CH:31]=[CH:32][C:33]([O:40][CH3:41])=[C:34]([S:36](Cl)(=[O:38])=[O:37])[CH:35]=1)#[N:29]. Given the product [C:28]([C:30]1[CH:31]=[CH:32][C:33]([O:40][CH3:41])=[C:34]([S:36]([NH:1][CH2:2][CH2:3][C:4]2[CH:9]=[CH:8][C:7]([CH:10]([CH3:12])[CH3:11])=[CH:6][C:5]=2[NH:13][C:14](=[O:20])[C:15]([O:17][CH2:18][CH3:19])=[O:16])(=[O:38])=[O:37])[CH:35]=1)#[N:29], predict the reactants needed to synthesize it. (7) Given the product [CH2:16]([C:15]1[O:18][C:2]2[C:7]([C:8](=[O:11])[CH2:9][CH3:10])=[CH:6][CH:5]=[C:4]([O:12][CH3:13])[C:3]=2[N:14]=1)[CH3:17], predict the reactants needed to synthesize it. The reactants are: O[C:2]1[C:7]([C:8](=[O:11])[CH2:9][CH3:10])=[CH:6][CH:5]=[C:4]([O:12][CH3:13])[C:3]=1[NH:14][C:15](=[O:18])[CH2:16][CH3:17].C(=O)([O-])O.[Na+]. (8) Given the product [Cl:23][CH2:24][CH2:25][C:26]1([CH3:30])[CH2:27][CH2:28][C:7]2[C:6](=[C:5]3[CH:4]4[CH2:13][CH:1]([CH2:2][CH2:3]4)[C:10]3=[C:9]([OH:11])[CH:8]=2)[O:12]1, predict the reactants needed to synthesize it. The reactants are: [CH:1]12[CH2:13][CH:4]([C:5]3[C:6]([OH:12])=[CH:7][CH:8]=[C:9]([OH:11])[C:10]=31)[CH2:3][CH2:2]2.B(F)(F)F.CCOCC.[Cl:23][CH2:24][CH2:25][C:26]([CH3:30])(O)[CH:27]=[CH2:28].O. (9) Given the product [CH3:42][C:43]1[CH:44]=[C:45]([CH:46]=[CH:47][C:48]=1[CH3:49])[CH2:50][CH:51]([NH:55][C:56]([N:58]1[CH2:59][CH2:60][CH:61]([N:64]2[CH2:73][C:68]3[C:67](=[CH:72][CH:71]=[CH:70][CH:69]=3)[NH:66][C:65]2=[O:74])[CH2:62][CH2:63]1)=[O:57])[C:52]([N:85]1[CH2:84][CH2:83][CH:82]([N:79]2[CH2:78][CH2:77][N:76]([CH3:75])[CH2:81][CH2:80]2)[CH2:87][CH2:86]1)=[O:54], predict the reactants needed to synthesize it. The reactants are: CN(C(ON1N=NC2C=CC=CC1=2)=[N+](C)C)C.[B-](F)(F)(F)F.C1C=CC2N(O)N=NC=2C=1.C(N(C(C)C)C(C)C)C.[CH3:42][C:43]1[CH:44]=[C:45]([CH2:50][CH:51]([NH:55][C:56]([N:58]2[CH2:63][CH2:62][CH:61]([N:64]3[CH2:73][C:72]4[C:67](=[CH:68][CH:69]=[CH:70][CH:71]=4)[NH:66][C:65]3=[O:74])[CH2:60][CH2:59]2)=[O:57])[C:52]([OH:54])=O)[CH:46]=[CH:47][C:48]=1[CH3:49].[CH3:75][N:76]1[CH2:81][CH2:80][N:79]([CH:82]2[CH2:87][CH2:86][NH:85][CH2:84][CH2:83]2)[CH2:78][CH2:77]1.